Dataset: Full USPTO retrosynthesis dataset with 1.9M reactions from patents (1976-2016). Task: Predict the reactants needed to synthesize the given product. Given the product [CH2:19]([C:23]1[N:27]([C:28]2[CH:33]=[CH:32][CH:31]=[CH:30][CH:29]=2)[N:26]=[C:25]([CH2:34][NH:18][CH2:17][CH2:16][N:13]2[CH2:12][CH2:11][N:10]([C:7]3[CH:6]=[CH:5][C:4]([N+:1]([O-:3])=[O:2])=[CH:9][CH:8]=3)[CH2:15][CH2:14]2)[CH:24]=1)[CH:20]([CH3:22])[CH3:21], predict the reactants needed to synthesize it. The reactants are: [N+:1]([C:4]1[CH:9]=[CH:8][C:7]([N:10]2[CH2:15][CH2:14][N:13]([CH2:16][CH2:17][NH2:18])[CH2:12][CH2:11]2)=[CH:6][CH:5]=1)([O-:3])=[O:2].[CH2:19]([C:23]1[N:27]([C:28]2[CH:33]=[CH:32][CH:31]=[CH:30][CH:29]=2)[N:26]=[C:25]([CH:34]=O)[CH:24]=1)[CH:20]([CH3:22])[CH3:21].